From a dataset of Reaction yield outcomes from USPTO patents with 853,638 reactions. Predict the reaction yield, written as a fraction of the theoretical maximum amount of product (1.0 means a 100% yield; for example, 0.34 means a 34% yield). The reactants are CO.[F:3][C:4]1[CH:9]=[CH:8][C:7]([F:10])=[CH:6][C:5]=1[C@H:11]1[CH2:15][CH2:14][CH2:13][N:12]1[C:16]1[CH:21]=[CH:20][N:19]2[N:22]=[CH:23][C:24]([NH:25][C:26](=[O:30])[N:27]([CH3:29])[CH3:28])=[C:18]2[N:17]=1.[ClH:31]. The catalyst is O1CCOCC1. The product is [ClH:31].[F:3][C:4]1[CH:9]=[CH:8][C:7]([F:10])=[CH:6][C:5]=1[C@H:11]1[CH2:15][CH2:14][CH2:13][N:12]1[C:16]1[CH:21]=[CH:20][N:19]2[N:22]=[CH:23][C:24]([NH:25][C:26](=[O:30])[N:27]([CH3:28])[CH3:29])=[C:18]2[N:17]=1. The yield is 0.720.